Dataset: Catalyst prediction with 721,799 reactions and 888 catalyst types from USPTO. Task: Predict which catalyst facilitates the given reaction. (1) Reactant: S(Br)([Br:3])=O.[C:5]([OH:15])(=O)[C:6]1[NH:13][C:11](=[O:12])[NH:10][C:8](=[O:9])[CH:7]=1. Product: [C:5]([Br:3])(=[O:15])[C:6]1[NH:13][C:11](=[O:12])[NH:10][C:8](=[O:9])[CH:7]=1. The catalyst class is: 6. (2) Product: [Br:9][CH2:8][C:5]1[CH:4]=[N:3][C:2]([Cl:1])=[N:7][CH:6]=1. Reactant: [Cl:1][C:2]1[N:7]=[CH:6][C:5]([CH3:8])=[CH:4][N:3]=1.[Br:9]N1C(=O)CCC1=O. The catalyst class is: 340. (3) Reactant: [C@@H:1]1([N:10]2[CH:17]=[CH:16][C:14](=[O:15])[NH:13][C:11]2=[O:12])[S:7][C@H:6]([CH2:8][OH:9])[C@@H:4]([OH:5])[C@H:2]1[OH:3].[CH3:18][O:19][C:20]1[CH:41]=[CH:40][C:23]([C:24](Cl)([C:33]2[CH:38]=[CH:37][CH:36]=[CH:35][CH:34]=2)[C:25]2[CH:30]=[CH:29][C:28]([O:31][CH3:32])=[CH:27][CH:26]=2)=[CH:22][CH:21]=1. Product: [CH3:32][O:31][C:28]1[CH:27]=[CH:26][C:25]([C:24]([CH:8]([OH:9])[C@H:6]2[S:7][C@@H:1]([N:10]3[CH:17]=[CH:16][C:14](=[O:15])[NH:13][C:11]3=[O:12])[C@H:2]([OH:3])[C@@H:4]2[OH:5])([C:33]2[CH:34]=[CH:35][CH:36]=[CH:37][CH:38]=2)[C:23]2[CH:40]=[CH:41][C:20]([O:19][CH3:18])=[CH:21][CH:22]=2)=[CH:30][CH:29]=1. The catalyst class is: 17.